This data is from Catalyst prediction with 721,799 reactions and 888 catalyst types from USPTO. The task is: Predict which catalyst facilitates the given reaction. Reactant: Cl.Cl.Cl.Cl.[NH2:5][CH2:6][C:7]1[CH:12]=[CH:11][CH:10]=[CH:9][C:8]=1[N:13]1[CH:17]=[C:16]([CH2:18][N:19]([CH3:30])[CH:20]2[C:29]3[N:28]=[CH:27][CH:26]=[CH:25][C:24]=3[CH2:23][CH2:22][CH2:21]2)[N:15]=[N:14]1.[N:31]1[CH:36]=[CH:35][CH:34]=[CH:33][C:32]=1[CH:37]=O.C(N(CC)CC)C.[BH4-].[Na+]. Product: [CH3:30][N:19]([CH2:18][C:16]1[N:15]=[N:14][N:13]([C:8]2[CH:9]=[CH:10][CH:11]=[CH:12][C:7]=2[CH2:6][NH:5][CH2:37][C:32]2[CH:33]=[CH:34][CH:35]=[CH:36][N:31]=2)[CH:17]=1)[CH:20]1[C:29]2[N:28]=[CH:27][CH:26]=[CH:25][C:24]=2[CH2:23][CH2:22][CH2:21]1. The catalyst class is: 430.